The task is: Predict the reaction yield, written as a fraction of the theoretical maximum amount of product (1.0 means a 100% yield; for example, 0.34 means a 34% yield).. This data is from Reaction yield outcomes from USPTO patents with 853,638 reactions. (1) The reactants are [CH2:1]([O:5][CH2:6][C:7]1[CH:14]=[CH:13][C:10]([CH2:11]N)=[CH:9][CH:8]=1)[CH2:2][CH2:3][CH3:4].C(O)(=[O:17])C.N([O-])=O.[Na+].C(=O)([O-])[O-].[K+].[K+]. The catalyst is CO.O. The product is [CH2:1]([O:5][CH2:6][C:7]1[CH:14]=[CH:13][C:10]([CH2:11][OH:17])=[CH:9][CH:8]=1)[CH2:2][CH2:3][CH3:4]. The yield is 0.780. (2) The reactants are [F:1][C:2]([F:17])([F:16])[C:3]1[C:11]2[CH2:10][CH2:9][CH2:8][CH2:7][C:6]=2[N:5]([CH2:12][C:13]([OH:15])=O)[N:4]=1.F[P-](F)(F)(F)(F)F.N1(OC(N(C)C)=[N+](C)C)C2N=CC=CC=2N=N1.CCN(C(C)C)C(C)C.[C:51]([O:55][C:56]([C:58]1[C:59]2[CH2:67][CH2:66][CH2:65][CH2:64][C:60]=2[S:61][C:62]=1[NH2:63])=[O:57])([CH3:54])([CH3:53])[CH3:52]. The catalyst is CN(C=O)C.C(Cl)Cl. The product is [C:51]([O:55][C:56]([C:58]1[C:59]2[CH2:67][CH2:66][CH2:65][CH2:64][C:60]=2[S:61][C:62]=1[NH:63][C:13](=[O:15])[CH2:12][N:5]1[C:6]2[CH2:7][CH2:8][CH2:9][CH2:10][C:11]=2[C:3]([C:2]([F:1])([F:17])[F:16])=[N:4]1)=[O:57])([CH3:54])([CH3:52])[CH3:53]. The yield is 0.750. (3) The product is [C:3]([O:7][C:8]([N:10]1[CH:14]([CH2:15][C:16]2[CH:17]=[CH:18][C:19]([O:22][C:26]3[N:31]4[CH:32]=[CH:33][N:34]=[C:30]4[CH:29]=[CH:28][CH:27]=3)=[CH:20][CH:21]=2)[CH2:13][O:12][C:11]1([CH3:24])[CH3:23])=[O:9])([CH3:6])([CH3:4])[CH3:5]. The reactants are [OH-].[K+].[C:3]([O:7][C:8]([N:10]1[C@@H:14]([CH2:15][C:16]2[CH:21]=[CH:20][C:19]([OH:22])=[CH:18][CH:17]=2)[CH2:13][O:12][C:11]1([CH3:24])[CH3:23])=[O:9])([CH3:6])([CH3:5])[CH3:4].Cl[C:26]1[N:31]2[CH:32]=[CH:33][N:34]=[C:30]2[CH:29]=[CH:28][CH:27]=1. The catalyst is CS(C)=O. The yield is 0.760. (4) The reactants are [N:1]([C@:4]12[CH2:39][CH2:38][C@@H:37]([C:40]([CH3:42])=[CH2:41])[C@@H:5]1[C@@H:6]1[C@@:19]([CH3:22])([CH2:20][CH2:21]2)[C@@:18]2([CH3:23])[C@@H:9]([C@:10]3([CH3:36])[C@@H:15]([CH2:16][CH2:17]2)[C:14]([CH3:25])([CH3:24])[C:13]([C:26]2[CH:35]=[CH:34][C:29]([C:30]([O:32]C)=[O:31])=[CH:28][CH:27]=2)=[CH:12][CH2:11]3)[CH2:8][CH2:7]1)=[C:2]=[O:3].CN(C)CCNC(=O)N[C@]12CC[C@@H](C(C)=C)[C@@H]1[C@@H]1[C@@](C)(CC2)[C@@]2(C)[C@@H]([C@]3(C)[C@@H](CC2)C(C)(C)C(C2C=CC(C(O)=O)=CC=2)=CC3)CC1.Cl.C([O:93][C:94]([C:96]1([NH2:99])[CH2:98][CH2:97]1)=[O:95])C. No catalyst specified. The product is [C:94]([C:96]1([NH:99][C:2](=[O:3])[NH:1][C@:4]23[CH2:39][CH2:38][C@@H:37]([C:40]([CH3:42])=[CH2:41])[C@@H:5]2[C@@H:6]2[C@@:19]([CH3:22])([CH2:20][CH2:21]3)[C@@:18]3([CH3:23])[C@@H:9]([C@:10]4([CH3:36])[C@@H:15]([CH2:16][CH2:17]3)[C:14]([CH3:25])([CH3:24])[C:13]([C:26]3[CH:27]=[CH:28][C:29]([C:30]([OH:32])=[O:31])=[CH:34][CH:35]=3)=[CH:12][CH2:11]4)[CH2:8][CH2:7]2)[CH2:98][CH2:97]1)([OH:95])=[O:93]. The yield is 0.250. (5) The reactants are O[C:2]([CH3:13])([CH3:12])[CH2:3][NH:4][C:5](=[O:11])[O:6][C:7]([CH3:10])([CH3:9])[CH3:8].C(N(S(F)(F)[F:20])CC)C.C([O-])(O)=O.[Na+]. The catalyst is C(Cl)Cl. The product is [F:20][C:2]([CH3:13])([CH3:12])[CH2:3][NH:4][C:5](=[O:11])[O:6][C:7]([CH3:10])([CH3:9])[CH3:8]. The yield is 0.100.